Predict the reaction yield, written as a fraction of the theoretical maximum amount of product (1.0 means a 100% yield; for example, 0.34 means a 34% yield). From a dataset of Reaction yield outcomes from USPTO patents with 853,638 reactions. (1) The reactants are Br[C:2]1[CH:10]=[CH:9][CH:8]=[C:7]2[C:3]=1[C:4]1[CH:14]=[CH:13][CH:12]=[N:11][C:5]=1[NH:6]2.[C:15]1(B(O)O)[CH:20]=[CH:19][CH:18]=[CH:17][CH:16]=1.C([O-])([O-])=O.[K+].[K+]. The catalyst is C1C=CC([P]([Pd]([P](C2C=CC=CC=2)(C2C=CC=CC=2)C2C=CC=CC=2)([P](C2C=CC=CC=2)(C2C=CC=CC=2)C2C=CC=CC=2)[P](C2C=CC=CC=2)(C2C=CC=CC=2)C2C=CC=CC=2)(C2C=CC=CC=2)C2C=CC=CC=2)=CC=1.O1CCOCC1. The product is [C:15]1([C:2]2[CH:10]=[CH:9][CH:8]=[C:7]3[C:3]=2[C:4]2[CH:14]=[CH:13][CH:12]=[N:11][C:5]=2[NH:6]3)[CH:20]=[CH:19][CH:18]=[CH:17][CH:16]=1. The yield is 0.220. (2) The reactants are C1COCC1.O.[C:7]([C:11]1[CH:16]=[C:15]([C:17]([CH3:20])([CH3:19])[CH3:18])[C:14](=[O:21])[C:13](=[O:22])[C:12]=1[N+:23]([O-:25])=[O:24])([CH3:10])([CH3:9])[CH3:8].[O-]S(S([O-])=O)=O.[Na+].[Na+]. The catalyst is CCOC(C)=O. The product is [C:7]([C:11]1[C:12]([N+:23]([O-:25])=[O:24])=[C:13]([OH:22])[C:14]([OH:21])=[C:15]([C:17]([CH3:18])([CH3:19])[CH3:20])[CH:16]=1)([CH3:8])([CH3:9])[CH3:10]. The yield is 0.740. (3) The reactants are [C:1]([O:9][CH2:10][CH2:11][CH2:12][CH2:13][N:14]1[CH:18]=[C:17]([C:19]([OH:21])=O)[N:16]=[N:15]1)(=[O:8])[C:2]1[CH:7]=[CH:6][CH:5]=[CH:4][CH:3]=1.[F:22][C:23]([F:34])([F:33])[O:24][C:25]1[CH:26]=[C:27]([CH2:31][NH2:32])[CH:28]=[CH:29][CH:30]=1.CN(C(ON1N=NC2C=CC=NC1=2)=[N+](C)C)C.F[P-](F)(F)(F)(F)F.CCN(C(C)C)C(C)C. The catalyst is CN(C=O)C.O. The product is [C:1]([O:9][CH2:10][CH2:11][CH2:12][CH2:13][N:14]1[CH:18]=[C:17]([C:19](=[O:21])[NH:32][CH2:31][C:27]2[CH:28]=[CH:29][CH:30]=[C:25]([O:24][C:23]([F:22])([F:33])[F:34])[CH:26]=2)[N:16]=[N:15]1)(=[O:8])[C:2]1[CH:3]=[CH:4][CH:5]=[CH:6][CH:7]=1. The yield is 0.620. (4) The reactants are [CH2:1]([N:8]1[CH2:13][C:12]([CH3:15])([CH3:14])[C:11](Cl)=[C:10]([CH:17]=O)[CH2:9]1)[C:2]1[CH:7]=[CH:6][CH:5]=[CH:4][CH:3]=1.[SH:19][CH2:20][C:21]([O:23][CH2:24][CH3:25])=[O:22].C(N(CC)CC)C. The catalyst is C(Cl)Cl. The product is [CH2:1]([N:8]1[CH2:13][C:12]([CH3:14])([CH3:15])[C:11]2[S:19][C:20]([C:21]([O:23][CH2:24][CH3:25])=[O:22])=[CH:17][C:10]=2[CH2:9]1)[C:2]1[CH:3]=[CH:4][CH:5]=[CH:6][CH:7]=1. The yield is 0.275. (5) The product is [CH:22]1([C:25]2[NH:29][C:28]3[CH:37]=[C:38]([C:48]4[C:49]([CH3:54])=[N:50][O:51][C:52]=4[CH3:53])[CH:39]=[C:40]([C:41]([C:21]4[N:16]=[N:17][CH:18]=[CH:19][CH:20]=4)([CH:43]4[CH2:47][CH2:46][CH2:45][O:44]4)[OH:42])[C:27]=3[N:26]=2)[CH2:24][CH2:23]1. The reactants are CC1(C)CCCC(C)(C)N1.[Li]CCCC.[N:16]1[CH:21]=[CH:20][CH:19]=[CH:18][N:17]=1.[CH:22]1([C:25]2[N:29](C(OC(C)(C)C)=O)[C:28]3[CH:37]=[C:38]([C:48]4[C:49]([CH3:54])=[N:50][O:51][C:52]=4[CH3:53])[CH:39]=[C:40]([C:41]([CH:43]4[CH2:47][CH2:46][CH2:45][O:44]4)=[O:42])[C:27]=3[N:26]=2)[CH2:24][CH2:23]1. The catalyst is C1COCC1. The yield is 0.330. (6) The reactants are [C:1]([C:3]1[CH:8]=[CH:7][C:6]([N:9]2[C:17]3[C:12](=[CH:13][C:14]([C:18]([O:20][CH3:21])=[O:19])=[CH:15][CH:16]=3)[CH:11]=[CH:10]2)=[CH:5][C:4]=1F)#[N:2].[C:23]([O-])([O-])=[O:24].[K+].[K+]. The catalyst is CO.O. The product is [C:1]([C:3]1[CH:8]=[CH:7][C:6]([N:9]2[C:17]3[C:12](=[CH:13][C:14]([C:18]([O:20][CH3:21])=[O:19])=[CH:15][CH:16]=3)[CH:11]=[CH:10]2)=[CH:5][C:4]=1[O:24][CH3:23])#[N:2]. The yield is 1.00. (7) The reactants are [Cl:1][C:2]1[S:6][C:5]([C:7]([OH:9])=O)=[CH:4][C:3]=1[C:10]1[N:14]([CH3:15])[N:13]=[CH:12][C:11]=1[Cl:16].[NH2:17][C@@H:18]([CH2:31][C:32]1[CH:37]=[C:36]([F:38])[CH:35]=[CH:34][C:33]=1[F:39])[CH2:19][N:20]1[C:28](=[O:29])[C:27]2[C:22](=[CH:23][CH:24]=[CH:25][CH:26]=2)[C:21]1=[O:30].FC1C=CC=C(F)C=1C[C@@H](C(O)=O)N.C1CN([P+](Br)(N2CCCC2)N2CCCC2)CC1.F[P-](F)(F)(F)(F)F.CCN(C(C)C)C(C)C. The catalyst is C(Cl)(Cl)Cl. The product is [Cl:1][C:2]1[S:6][C:5]([C:7]([NH:17][C@H:18]([CH2:19][N:20]2[C:28](=[O:29])[C:27]3[C:22](=[CH:23][CH:24]=[CH:25][CH:26]=3)[C:21]2=[O:30])[CH2:31][C:32]2[CH:37]=[C:36]([F:38])[CH:35]=[CH:34][C:33]=2[F:39])=[O:9])=[CH:4][C:3]=1[C:10]1[N:14]([CH3:15])[N:13]=[CH:12][C:11]=1[Cl:16]. The yield is 0.360.